From a dataset of Forward reaction prediction with 1.9M reactions from USPTO patents (1976-2016). Predict the product of the given reaction. Given the reactants Cl[C:2]1[CH:3]=[CH:4][C:5]2[N:6]([C:8]([C:17]3[CH:22]=[CH:21][N:20]=[CH:19][CH:18]=3)=[C:9]([C:11]3[S:12][C:13]([Cl:16])=[CH:14][CH:15]=3)[N:10]=2)[N:7]=1.[N:23]1([CH2:29][CH2:30][OH:31])[CH2:28][CH2:27][NH:26][CH2:25][CH2:24]1.Cl, predict the reaction product. The product is: [Cl:16][C:13]1[S:12][C:11]([C:9]2[N:10]=[C:5]3[CH:4]=[CH:3][C:2]([N:26]4[CH2:27][CH2:28][N:23]([CH2:29][CH2:30][OH:31])[CH2:24][CH2:25]4)=[N:7][N:6]3[C:8]=2[C:17]2[CH:22]=[CH:21][N:20]=[CH:19][CH:18]=2)=[CH:15][CH:14]=1.